This data is from Forward reaction prediction with 1.9M reactions from USPTO patents (1976-2016). The task is: Predict the product of the given reaction. (1) Given the reactants [CH2:1]([O:3][CH:4]([CH2:10][C:11]1[CH:16]=[CH:15][CH:14]=[C:13]([CH2:17][CH2:18][OH:19])[CH:12]=1)[C:5]([O:7]CC)=[O:6])[CH3:2].[Cl:20][C:21]1[CH:26]=[CH:25][C:24]([N:27]=[C:28]=[O:29])=[CH:23][CH:22]=1, predict the reaction product. The product is: [Cl:20][C:21]1[CH:26]=[CH:25][C:24]([NH:27][C:28]([O:19][CH2:18][CH2:17][C:13]2[CH:12]=[C:11]([CH2:10][CH:4]([O:3][CH2:1][CH3:2])[C:5]([OH:7])=[O:6])[CH:16]=[CH:15][CH:14]=2)=[O:29])=[CH:23][CH:22]=1. (2) Given the reactants FC1C=CC2N(C(CC3N(C)C=CN=3)=C(C3C=CC(F)=CC=3)N=2)C=1.[Cl:25][C:26]1[CH:31]=[CH:30][C:29]([C:32]2[N:33]=[C:34]3[CH:39]=[CH:38][CH:37]=[CH:36][N:35]3[C:40]=2[CH:41]=O)=[CH:28][CH:27]=1.[CH3:43][C:44]1[O:48][N:47]=[CH:46][N:45]=1, predict the reaction product. The product is: [Cl:25][C:26]1[CH:27]=[CH:28][C:29]([C:32]2[N:33]=[C:34]3[CH:39]=[CH:38][CH:37]=[CH:36][N:35]3[C:40]=2[CH2:41][C:46]2[N:45]=[C:44]([CH3:43])[O:48][N:47]=2)=[CH:30][CH:31]=1. (3) Given the reactants [CH3:1][C:2]1[C:6]([C:7]2[N:8]([C:19]3[CH:24]=[CH:23][C:22]([OH:25])=[CH:21][CH:20]=3)[C:9]3[C:14]([C:15]=2[C:16](=[NH:18])[O-])=[CH:13][CH:12]=[CH:11][CH:10]=3)=[C:5]([CH3:26])[O:4][N:3]=1.[NH2:27][NH2:28], predict the reaction product. The product is: [CH3:1][C:2]1[C:6]([C:7]2[N:8]([C:19]3[CH:20]=[CH:21][C:22]([OH:25])=[CH:23][CH:24]=3)[C:9]3[C:14]([C:15]=2[C:16](=[N:27][NH2:28])[NH2:18])=[CH:13][CH:12]=[CH:11][CH:10]=3)=[C:5]([CH3:26])[O:4][N:3]=1. (4) Given the reactants [CH3:1][C:2]1[CH:11]=[C:10]([N:12]2[CH2:16][CH2:15][CH2:14][CH2:13]2)[C:9]2[C:4](=[CH:5][C:6]([CH2:18][OH:19])=[C:7]([CH3:17])[CH:8]=2)[N:3]=1, predict the reaction product. The product is: [CH3:1][C:2]1[CH:11]=[C:10]([N:12]2[CH2:13][CH2:14][CH2:15][CH2:16]2)[C:9]2[C:4](=[CH:5][C:6]([CH:18]=[O:19])=[C:7]([CH3:17])[CH:8]=2)[N:3]=1. (5) The product is: [C:19]([O:18][C:17]([NH:16][CH2:15][CH2:14][O:13][C:1]([NH:38][C:39]1[CH:40]=[N:41][N:42]([CH3:45])[C:43]=1[NH:44][C:46]([C:59]1[CH:64]=[CH:63][CH:62]=[CH:61][CH:60]=1)([C:53]1[CH:58]=[CH:57][CH:56]=[CH:55][CH:54]=1)[C:47]1[CH:52]=[CH:51][CH:50]=[CH:49][CH:48]=1)=[O:2])=[O:23])([CH3:20])([CH3:22])[CH3:21]. Given the reactants [C:1](N1C=CN=C1)(N1C=CN=C1)=[O:2].[OH:13][CH2:14][CH2:15][NH:16][C:17](=[O:23])[O:18][C:19]([CH3:22])([CH3:21])[CH3:20].C(N(C(C)C)C(C)C)C.S(=O)(=O)(O)O.[NH2:38][C:39]1[CH:40]=[N:41][N:42]([CH3:45])[C:43]=1[NH2:44].[C:46](Cl)([C:59]1[CH:64]=[CH:63][CH:62]=[CH:61][CH:60]=1)([C:53]1[CH:58]=[CH:57][CH:56]=[CH:55][CH:54]=1)[C:47]1[CH:52]=[CH:51][CH:50]=[CH:49][CH:48]=1, predict the reaction product. (6) Given the reactants CC1C(N=C=O)=CC(N=C=[O:10])=CC=1.[CH2:14]([C:16]([CH2:21][OH:22])([CH2:19][OH:20])[CH2:17][CH3:18])[OH:15], predict the reaction product. The product is: [C:21]([OH:22])(=[O:10])[CH:16]=[CH2:19].[C:21]([OH:22])(=[O:10])[CH:16]=[CH2:19].[C:21]([OH:22])(=[O:10])[CH:16]=[CH2:19].[CH2:14]([C:16]([CH2:21][OH:22])([CH2:19][OH:20])[CH2:17][CH3:18])[OH:15].